This data is from Catalyst prediction with 721,799 reactions and 888 catalyst types from USPTO. The task is: Predict which catalyst facilitates the given reaction. (1) Product: [Br:1][C:2]1[CH:7]=[C:6]([CH:8]=[O:9])[C:5]([O:10][CH3:11])=[CH:4][C:3]=1[NH:12][C:13](=[O:15])[CH3:14]. The catalyst class is: 4. Reactant: [Br:1][C:2]1[CH:7]=[C:6]([CH2:8][OH:9])[C:5]([O:10][CH3:11])=[CH:4][C:3]=1[NH:12][C:13](=[O:15])[CH3:14]. (2) Reactant: CN(C)C=O.[CH3:6][O:7][C:8]1[CH:17]=[C:16]2[C:11]([CH:12]=[CH:13][C:14](=[O:32])[N:15]2[CH2:18][CH2:19][CH2:20][C:21]2([C:27]([O:29][CH2:30][CH3:31])=[O:28])[CH2:26][CH2:25][NH:24][CH2:23][CH2:22]2)=[CH:10][CH:9]=1.C(=O)([O-])[O-].[K+].[K+].[C:39]1([S:45][CH2:46][CH2:47]Br)[CH:44]=[CH:43][CH:42]=[CH:41][CH:40]=1. Product: [CH3:6][O:7][C:8]1[CH:17]=[C:16]2[C:11]([CH:12]=[CH:13][C:14](=[O:32])[N:15]2[CH2:18][CH2:19][CH2:20][C:21]2([C:27]([O:29][CH2:30][CH3:31])=[O:28])[CH2:26][CH2:25][N:24]([CH2:47][CH2:46][S:45][C:39]3[CH:44]=[CH:43][CH:42]=[CH:41][CH:40]=3)[CH2:23][CH2:22]2)=[CH:10][CH:9]=1. The catalyst class is: 69. (3) Reactant: Cl[C:2]1[NH:7][C:6](=[O:8])[NH:5][C:4](=[O:9])[CH:3]=1.Br[CH2:11][C:12]1[CH:19]=[CH:18][CH:17]=[CH:16][C:13]=1C#N.[H-].[Na+].[Li+].[Br-]. Product: [CH2:11]([N:7]1[CH:2]=[CH:3][C:4](=[O:9])[NH:5][C:6]1=[O:8])[C:12]1[CH:19]=[CH:18][CH:17]=[CH:16][CH:13]=1. The catalyst class is: 623. (4) Reactant: FC(F)(F)S(O[C:7]1[C:15]2[C:10](=[CH:11][N:12]=[CH:13][CH:14]=2)[O:9][C:8]=1[C:16]1[N:21]=[CH:20][CH:19]=[CH:18][N:17]=1)(=O)=O.[NH2:24][C:25]1[CH:33]=[CH:32][CH:31]=[C:30]2[C:26]=1[C:27]([C:41]([O:43][CH3:44])=[O:42])=[N:28][N:29]2[C:34]([O:36][C:37]([CH3:40])([CH3:39])[CH3:38])=[O:35].CC1(C)C2C(=C(P(C3C=CC=CC=3)C3C=CC=CC=3)C=CC=2)OC2C(P(C3C=CC=CC=3)C3C=CC=CC=3)=CC=CC1=2.[O-]P([O-])([O-])=O.[K+].[K+].[K+]. The catalyst class is: 101. Product: [N:17]1[CH:18]=[CH:19][CH:20]=[N:21][C:16]=1[C:8]1[O:9][C:10]2=[CH:11][N:12]=[CH:13][CH:14]=[C:15]2[C:7]=1[NH:24][C:25]1[CH:33]=[CH:32][CH:31]=[C:30]2[C:26]=1[C:27]([C:41]([O:43][CH3:44])=[O:42])=[N:28][N:29]2[C:34]([O:36][C:37]([CH3:40])([CH3:39])[CH3:38])=[O:35].